From a dataset of Full USPTO retrosynthesis dataset with 1.9M reactions from patents (1976-2016). Predict the reactants needed to synthesize the given product. Given the product [CH2:12]([C:2]1[CH:3]=[C:4]([CH:7]=[CH:8][CH:9]=1)[C:5]#[N:6])[CH:11]=[CH2:10], predict the reactants needed to synthesize it. The reactants are: Br[C:2]1[CH:3]=[C:4]([CH:7]=[CH:8][CH:9]=1)[C:5]#[N:6].[CH2:10]([Sn](CCCC)(CCCC)CC=C)[CH2:11][CH2:12]C.[Li+].[Cl-].